This data is from Reaction yield outcomes from USPTO patents with 853,638 reactions. The task is: Predict the reaction yield, written as a fraction of the theoretical maximum amount of product (1.0 means a 100% yield; for example, 0.34 means a 34% yield). (1) The reactants are [C:1]([C:3]1[C:8]([C:9]2[N:13]([S:14]([C:17]3[C:22]([F:23])=[CH:21][CH:20]=[CH:19][C:18]=3[F:24])(=[O:16])=[O:15])[CH:12]=[C:11]([CH2:25][N:26](C)[C:27](=O)OC(C)(C)C)[CH:10]=2)=[CH:7][CH:6]=[CH:5][N:4]=1)#[N:2].C(OCC)(=O)C.[ClH:41]. The catalyst is C(OCC)(=O)C.CC(O)C. The product is [ClH:41].[F:24][C:18]1[CH:19]=[CH:20][CH:21]=[C:22]([F:23])[C:17]=1[S:14]([N:13]1[CH:12]=[C:11]([CH2:25][NH:26][CH3:27])[CH:10]=[C:9]1[C:8]1[C:3]([C:1]#[N:2])=[N:4][CH:5]=[CH:6][CH:7]=1)(=[O:16])=[O:15]. The yield is 0.860. (2) The reactants are [CH:1]12[CH2:7][CH:4]([CH2:5][CH2:6]1)[CH2:3][CH:2]2[CH2:8][C:9]([OH:11])=[O:10].[CH2:12](OCC)C.C[Si](C=[N+]=[N-])(C)C. The yield is 1.00. The product is [CH:1]12[CH2:7][CH:4]([CH2:5][CH2:6]1)[CH2:3][CH:2]2[CH2:8][C:9]([O:11][CH3:12])=[O:10]. The catalyst is CO. (3) The reactants are [C:9](O[C:9]([O:11][C:12]([CH3:15])([CH3:14])[CH3:13])=[O:10])([O:11][C:12]([CH3:15])([CH3:14])[CH3:13])=[O:10].Cl.[Br:17][C:18]1[CH:23]=[CH:22][C:21]([N:24]2[CH2:29][CH2:28][NH:27][CH2:26][CH2:25]2)=[CH:20][CH:19]=1.C(N(CC)CC)C. The catalyst is O.O1CCCC1. The product is [C:12]([O:11][C:9]([N:27]1[CH2:26][CH2:25][N:24]([C:21]2[CH:20]=[CH:19][C:18]([Br:17])=[CH:23][CH:22]=2)[CH2:29][CH2:28]1)=[O:10])([CH3:13])([CH3:14])[CH3:15]. The yield is 0.980. (4) The reactants are F[C:2]1[CH:7]=[C:6]([C:8]2[S:12][C:11]([C:13]3[CH:18]=[CH:17][C:16]([S:19]([CH3:22])(=[O:21])=[O:20])=[CH:15][CH:14]=3)=[N:10][C:9]=2[C:23]2[CH:28]=[CH:27][CH:26]=[C:25]([CH3:29])[CH:24]=2)[CH:5]=[CH:4][N:3]=1.[C:30]1([SH:36])[CH:35]=[CH:34][CH:33]=[CH:32][CH:31]=1.C(=O)([O-])O.[Na+]. No catalyst specified. The product is [CH3:29][C:25]1[CH:24]=[C:23]([C:9]2[N:10]=[C:11]([C:13]3[CH:18]=[CH:17][C:16]([S:19]([CH3:22])(=[O:21])=[O:20])=[CH:15][CH:14]=3)[S:12][C:8]=2[C:6]2[CH:5]=[CH:4][N:3]=[C:2]([S:36][C:30]3[CH:35]=[CH:34][CH:33]=[CH:32][CH:31]=3)[CH:7]=2)[CH:28]=[CH:27][CH:26]=1. The yield is 0.700. (5) The reactants are [CH3:1][O:2][C:3]1[C:8]2[N:9]=[C:10]([NH:12][C:13]([C:15]3[S:16][C:17]([CH3:20])=[CH:18][CH:19]=3)=[O:14])[S:11][C:7]=2[C:6]([N:21]2[CH2:26][CH2:25][NH:24][CH2:23][CH2:22]2)=[CH:5][CH:4]=1.[CH:27](O)=O.C=O. The catalyst is CO. The product is [CH3:1][O:2][C:3]1[C:8]2[N:9]=[C:10]([NH:12][C:13]([C:15]3[S:16][C:17]([CH3:20])=[CH:18][CH:19]=3)=[O:14])[S:11][C:7]=2[C:6]([N:21]2[CH2:22][CH2:23][N:24]([CH3:27])[CH2:25][CH2:26]2)=[CH:5][CH:4]=1. The yield is 0.340. (6) The catalyst is C(OCC)(=O)C. The reactants are [Cl-].O[NH3+:3].[C:4](=[O:7])([O-])[OH:5].[Na+].CS(C)=O.[CH3:13][C:14]1[N:42]=[C:17]2[N:18]([CH3:41])[C:19](=[O:40])[C:20]([CH2:25][C:26]3[CH:31]=[CH:30][C:29]([C:32]4[C:33]([C:38]#[N:39])=[CH:34][CH:35]=[CH:36][CH:37]=4)=[CH:28][CH:27]=3)=[C:21]([CH2:22][CH2:23][CH3:24])[N:16]2[N:15]=1. The yield is 0.530. The product is [CH3:13][C:14]1[N:42]=[C:17]2[N:18]([CH3:41])[C:19](=[O:40])[C:20]([CH2:25][C:26]3[CH:31]=[CH:30][C:29]([C:32]4[CH:37]=[CH:36][CH:35]=[CH:34][C:33]=4[C:38]4[NH:3][C:4](=[O:7])[O:5][N:39]=4)=[CH:28][CH:27]=3)=[C:21]([CH2:22][CH2:23][CH3:24])[N:16]2[N:15]=1. (7) The catalyst is CC(C)=O.C(OCC)(=O)C. The product is [Br:1][C:2]1[CH:9]=[C:6]([CH:5]=[C:4]([O:10][CH3:11])[C:3]=1[O:12][CH3:13])[CH:7]=[O:8]. The yield is 0.890. The reactants are [Br:1][C:2]1[C:3]([OH:12])=[C:4]([O:10][CH3:11])[CH:5]=[C:6]([CH:9]=1)[CH:7]=[O:8].[C:13](=O)([O-])[O-].[K+].[K+].COS(OC)(=O)=O. (8) The product is [C@H:12]1([C:8]2[CH:7]=[C:6]([CH:2]=[O:1])[S:10][C:9]=2[CH3:11])[C:21]2[C:16](=[CH:17][CH:18]=[CH:19][CH:20]=2)[CH2:15][CH2:14][O:13]1. The reactants are [O:1]1CCO[CH:2]1[C:6]1[S:10][C:9]([CH3:11])=[C:8]([C@H:12]2[C:21]3[C:16](=[CH:17][CH:18]=[CH:19][CH:20]=3)[CH2:15][CH2:14][O:13]2)[CH:7]=1.Cl. The yield is 0.940. The catalyst is C1COCC1. (9) The product is [C:20]([CH2:19][N:6]1[C:7]([C:9]([O:11][CH2:12][CH3:13])=[O:10])=[CH:8][C:4]2[CH2:3][C:2]([CH3:1])([CH3:15])[CH2:14][C:5]1=2)#[N:21]. The yield is 0.950. The catalyst is CN(C=O)C.C(OCC)(=O)C. The reactants are [CH3:1][C:2]1([CH3:15])[CH2:14][C:5]2[NH:6][C:7]([C:9]([O:11][CH2:12][CH3:13])=[O:10])=[CH:8][C:4]=2[CH2:3]1.[H-].[Na+].Br[CH2:19][C:20]#[N:21].O.